From a dataset of Forward reaction prediction with 1.9M reactions from USPTO patents (1976-2016). Predict the product of the given reaction. (1) The product is: [Cl:24][C:23]1[CH:22]=[C:21]([CH:26]2[CH2:10][CH2:12]2)[C:20]([C:19]([NH:4][CH2:3][CH:2]2[CH2:1][CH2:15][O:16][CH2:6][CH2:7]2)=[O:30])=[CH:28][N:29]=1. Given the reactants [C:1](N)(=O)[C:2]1[CH:7]=[CH:6]C=[N:4][CH:3]=1.[CH:10]1([Mg]Cl)[CH2:12]C1.[CH3:15][OH:16].ClC1[C:19](=[O:30])[C:20]([C:28]#[N:29])=[C:21]([C:26]#N)[C:22](=O)[C:23]=1[Cl:24], predict the reaction product. (2) The product is: [Cl:1][C:2]1[N:7]=[CH:6][C:5]2[C:8](=[O:11])[NH:9][N:10]([C:13]([O:15][CH2:16][CH3:17])=[O:14])[C:4]=2[CH:3]=1. Given the reactants [Cl:1][C:2]1[N:7]=[CH:6][C:5]2[C:8](=[O:11])[NH:9][NH:10][C:4]=2[CH:3]=1.Cl[C:13]([O:15][CH2:16][CH3:17])=[O:14], predict the reaction product. (3) Given the reactants F[C:2]1[C:7]([F:8])=[CH:6][CH:5]=[C:4]([F:9])[N:3]=1.[F:10][C:11]1[CH:12]=[C:13]([CH:16]=[CH:17][CH:18]=1)[CH2:14][NH2:15].C(N(CC)CC)C, predict the reaction product. The product is: [F:8][C:7]1[C:2]([NH:15][CH2:14][C:13]2[CH:16]=[CH:17][CH:18]=[C:11]([F:10])[CH:12]=2)=[N:3][C:4]([F:9])=[CH:5][CH:6]=1. (4) Given the reactants [F:1][C:2]1[CH:3]=[C:4]([CH:7]=[CH:8][C:9]=1[C:10]1[S:11][C:12]2[C:17]([N:18]=1)=[CH:16][CH:15]=[C:14]([C:19]1([C:22]3[CH:27]=[CH:26][CH:25]=[CH:24][CH:23]=3)[CH2:21][CH2:20]1)[N:13]=2)[CH:5]=O.[NH:28]1[CH2:31][CH2:30][C@@H:29]1[C:32]([OH:34])=[O:33], predict the reaction product. The product is: [F:1][C:2]1[CH:3]=[C:4]([CH:7]=[CH:8][C:9]=1[C:10]1[S:11][C:12]2[C:17]([N:18]=1)=[CH:16][CH:15]=[C:14]([C:19]1([C:22]3[CH:23]=[CH:24][CH:25]=[CH:26][CH:27]=3)[CH2:20][CH2:21]1)[N:13]=2)[CH2:5][N:28]1[CH2:31][CH2:30][C@@H:29]1[C:32]([OH:34])=[O:33]. (5) Given the reactants [C:1]([N:8]1[CH2:13][CH2:12][NH:11][CH2:10][CH2:9]1)([O:3][C:4]([CH3:7])([CH3:6])[CH3:5])=[O:2].C(N(CC)CC)C.[Cl:21][C:22]1[CH:23]=[C:24]2[C:29](=[CH:30][CH:31]=1)[CH:28]=[C:27]([S:32](Cl)(=[O:34])=[O:33])[CH:26]=[CH:25]2, predict the reaction product. The product is: [C:1]([N:8]1[CH2:9][CH2:10][N:11]([S:32]([C:27]2[CH:26]=[CH:25][C:24]3[C:29](=[CH:30][CH:31]=[C:22]([Cl:21])[CH:23]=3)[CH:28]=2)(=[O:33])=[O:34])[CH2:12][CH2:13]1)([O:3][C:4]([CH3:7])([CH3:6])[CH3:5])=[O:2].